This data is from Catalyst prediction with 721,799 reactions and 888 catalyst types from USPTO. The task is: Predict which catalyst facilitates the given reaction. (1) Reactant: [CH2:1]([OH:4])[CH2:2][OH:3].[H-].[Na+].[Si:7](Cl)([C:10]([CH3:13])([CH3:12])[CH3:11])([CH3:9])[CH3:8].P([O-])([O-])([O-])=O. Product: [Si:7]([O:3][CH2:2][CH2:1][OH:4])([C:10]([CH3:13])([CH3:12])[CH3:11])([CH3:9])[CH3:8]. The catalyst class is: 1. (2) Reactant: Cl[C:2]1[CH:7]=[C:6]([Cl:8])[N:5]=[C:4]([NH:9][CH3:10])[N:3]=1.[CH2:11]([C@H:13]1[NH:18][CH2:17][C@@H:16]([C:19]([NH:21][C:22]2[CH:27]=[CH:26][CH:25]=[CH:24][CH:23]=2)=[O:20])[O:15][CH2:14]1)[CH3:12].CCN(C(C)C)C(C)C. Product: [Cl:8][C:6]1[N:5]=[C:4]([NH:9][CH3:10])[N:3]=[C:2]([N:18]2[C@H:13]([CH2:11][CH3:12])[CH2:14][O:15][C@H:16]([C:19]([NH:21][C:22]3[CH:27]=[CH:26][CH:25]=[CH:24][CH:23]=3)=[O:20])[CH2:17]2)[CH:7]=1. The catalyst class is: 144. (3) Reactant: C[Si]([N-][Si](C)(C)C)(C)C.[Na+].[CH2:11]([O:18][C:19]1[CH:20]=[C:21]([CH:24]=[CH:25][CH:26]=1)[CH:22]=[O:23])[C:12]1[CH:17]=[CH:16][CH:15]=[CH:14][CH:13]=1.[CH3:27][O:28][C:29](=[O:33])[CH2:30][O:31][CH3:32]. Product: [CH3:27][O:28][C:29](=[O:33])[CH:30]([O:31][CH3:32])[CH:22]([C:21]1[CH:24]=[CH:25][CH:26]=[C:19]([O:18][CH2:11][C:12]2[CH:13]=[CH:14][CH:15]=[CH:16][CH:17]=2)[CH:20]=1)[OH:23]. The catalyst class is: 1. (4) Reactant: [CH3:1][C:2]1([CH3:11])[CH2:7][CH:6]([OH:8])[CH2:5][C:4]([CH3:10])([CH3:9])[NH:3]1.[CH2:12]=O.[OH-].[K+]. Product: [CH3:12][N:3]1[C:4]([CH3:10])([CH3:9])[CH2:5][CH:6]([OH:8])[CH2:7][C:2]1([CH3:11])[CH3:1]. The catalyst class is: 106. (5) Reactant: [CH2:1]([N:8]1[CH:12]=[CH:11][N:10]=[CH:9]1)[C:2]1[CH:7]=[CH:6][CH:5]=[CH:4][CH:3]=1.[Br:13][CH2:14][CH2:15][CH2:16][CH2:17][CH2:18][CH2:19][CH2:20][CH2:21][CH2:22][CH3:23]. Product: [Br-:13].[CH2:1]([N+:8]1[CH:12]=[CH:11][N:10]([CH2:14][CH2:15][CH2:16][CH2:17][CH2:18][CH2:19][CH2:20][CH2:21][CH2:22][CH3:23])[CH:9]=1)[C:2]1[CH:3]=[CH:4][CH:5]=[CH:6][CH:7]=1. The catalyst class is: 11. (6) Reactant: [CH:1]1[C:14]2[NH:13][C:12]3[C:7](=[CH:8][CH:9]=[CH:10][CH:11]=3)[O:6][C:5]=2[CH:4]=[CH:3][CH:2]=1.[H-].[Na+].Br[CH2:18][C:19]([O:21][CH2:22][CH3:23])=[O:20].O. Product: [CH2:22]([O:21][C:19](=[O:20])[CH2:18][N:13]1[C:14]2[CH:1]=[CH:2][CH:3]=[CH:4][C:5]=2[O:6][C:7]2[C:12]1=[CH:11][CH:10]=[CH:9][CH:8]=2)[CH3:23]. The catalyst class is: 9. (7) Product: [CH3:41][O:40][C:25]1[CH:24]=[C:23]([CH2:22][C:21]([N:19]([CH3:20])[C:16]2[CH:17]=[CH:18][C:13]([C:8]3([CH2:7][C:6]([OH:43])=[O:5])[CH2:12][CH2:11][CH2:10][CH2:9]3)=[CH:14][CH:15]=2)=[O:42])[CH:28]=[CH:27][C:26]=1[NH:29][C:30]([NH:32][C:33]1[CH:38]=[CH:37][CH:36]=[CH:35][C:34]=1[CH3:39])=[O:31]. The catalyst class is: 6. Reactant: C([O:5][C:6](=[O:43])[CH2:7][C:8]1([C:13]2[CH:18]=[CH:17][C:16]([N:19]([C:21](=[O:42])[CH2:22][C:23]3[CH:28]=[CH:27][C:26]([NH:29][C:30]([NH:32][C:33]4[CH:38]=[CH:37][CH:36]=[CH:35][C:34]=4[CH3:39])=[O:31])=[C:25]([O:40][CH3:41])[CH:24]=3)[CH3:20])=[CH:15][CH:14]=2)[CH2:12][CH2:11][CH2:10][CH2:9]1)(C)(C)C.FC(F)(F)C(O)=O.ClCCl.